Dataset: Catalyst prediction with 721,799 reactions and 888 catalyst types from USPTO. Task: Predict which catalyst facilitates the given reaction. (1) Reactant: [Cl:1][C:2]([Cl:43])([Cl:42])[C:3]([O:6][C:7]([N:9]1[CH:14]2[C:15]([C:36]([OH:38])=[O:37])=[C:16]([C:18]3[CH:23]=[CH:22][C:21]([O:24][CH2:25][CH2:26][O:27][C:28]4[CH:33]=[C:32]([F:34])[CH:31]=[CH:30][C:29]=4Br)=[CH:20][CH:19]=3)[CH2:17][CH:10]1[CH2:11][N:12]([C:39](=[O:41])[CH3:40])[CH2:13]2)=[O:8])([CH3:5])[CH3:4].[Cl:44]C(Cl)(Cl)C(OC(N1C2C(C(OCC)=O)=C(C3C=CC(OCCOC4C=CC=C(F)C=4Cl)=CC=3)CC1CN(C(=O)C)C2)=O)(C)C.[OH-].[Na+]. Product: [Cl:1][C:2]([Cl:43])([Cl:42])[C:3]([O:6][C:7]([N:9]1[CH:14]2[C:15]([C:36]([OH:38])=[O:37])=[C:16]([C:18]3[CH:23]=[CH:22][C:21]([O:24][CH2:25][CH2:26][O:27][C:28]4[CH:33]=[C:32]([F:34])[CH:31]=[CH:30][C:29]=4[Cl:44])=[CH:20][CH:19]=3)[CH2:17][CH:10]1[CH2:11][N:12]([C:39](=[O:41])[CH3:40])[CH2:13]2)=[O:8])([CH3:5])[CH3:4]. The catalyst class is: 14. (2) Reactant: Cl[C:2]1[CH:11]=[C:10]([C:12]2[CH:13]=[N:14][CH:15]=[CH:16][CH:17]=2)[C:9]2[CH2:8][CH2:7][CH2:6][CH2:5][C:4]=2[N:3]=1.[O:18]1[CH:22]=[CH:21][N:20]=[C:19]1[CH2:23][OH:24].[H-].[Na+].O. Product: [O:18]1[CH:22]=[CH:21][N:20]=[C:19]1[CH2:23][O:24][C:2]1[CH:11]=[C:10]([C:12]2[CH:13]=[N:14][CH:15]=[CH:16][CH:17]=2)[C:9]2[CH2:8][CH2:7][CH2:6][CH2:5][C:4]=2[N:3]=1. The catalyst class is: 148. (3) Reactant: C(O[C:9]1[CH:14]=[CH:13][CH:12]=[CH:11][C:10]=1[C:15]1[CH:24]=[CH:23][C:22]([N+:25]([O-])=O)=[CH:21][C:16]=1[C:17]([O:19]C)=[O:18])C1C=CC=CC=1. The catalyst class is: 541. Product: [NH2:25][C:22]1[CH:23]=[CH:24][C:15]2[C:10]3[C:9](=[CH:14][CH:13]=[CH:12][CH:11]=3)[O:19][C:17](=[O:18])[C:16]=2[CH:21]=1. (4) Reactant: [Si]([O:8][C:9]1([C:13]2[CH:14]=[CH:15][C:16]3[C:17]4[N:38]=[CH:37][C:36]([C:39]5[C:40]([CH3:45])=[N:41][O:42][C:43]=5[CH3:44])=[CH:35][C:18]=4[N:19]([C@H:22]([C:29]4[CH:34]=[CH:33][CH:32]=[CH:31][CH:30]=4)[CH:23]4[CH2:28][CH2:27][O:26][CH2:25][CH2:24]4)[C:20]=3[CH:21]=2)[CH2:12][O:11][CH2:10]1)(C(C)(C)C)(C)C.CCCC[N+](CCCC)(CCCC)CCCC.[F-]. Product: [CH3:44][C:43]1[O:42][N:41]=[C:40]([CH3:45])[C:39]=1[C:36]1[CH:37]=[N:38][C:17]2[C:16]3[CH:15]=[CH:14][C:13]([C:9]4([OH:8])[CH2:10][O:11][CH2:12]4)=[CH:21][C:20]=3[N:19]([C@@H:22]([CH:23]3[CH2:28][CH2:27][O:26][CH2:25][CH2:24]3)[C:29]3[CH:34]=[CH:33][CH:32]=[CH:31][CH:30]=3)[C:18]=2[CH:35]=1. The catalyst class is: 1. (5) Reactant: C(OC([N:8]1[CH2:13][CH2:12][N:11]([C:14]2[CH:15]=[N:16][C:17]([N+:20]([O-:22])=[O:21])=[CH:18][CH:19]=2)[CH2:10][CH2:9]1)=O)(C)(C)C.[F:23][C:24]([F:29])([F:28])[C:25]([OH:27])=[O:26]. Product: [N+:20]([C:17]1[N:16]=[CH:15][C:14]([N:11]2[CH2:10][CH2:9][NH:8][CH2:13][CH2:12]2)=[CH:19][CH:18]=1)([O-:22])=[O:21].[C:25]([OH:27])([C:24]([F:29])([F:28])[F:23])=[O:26]. The catalyst class is: 4. (6) Reactant: [OH:1][CH:2]1[CH2:7][O:6][C:5]2([CH2:12][CH2:11][CH:10]([N:13]3[C:18](=[O:19])[C:17]([CH2:20][C:21]4[CH:26]=[CH:25][C:24]([C:27]5[C:28]([C:33]#[N:34])=[CH:29][CH:30]=[CH:31][CH:32]=5)=[CH:23][CH:22]=4)=[C:16]([CH2:35][CH2:36][CH3:37])[N:15]4[N:38]=[CH:39][N:40]=[C:14]34)[CH2:9][CH2:8]2)[O:4][CH2:3]1.N1C(C)=CC=CC=1C.FC(F)(F)S(O[Si:55]([C:58]([CH3:61])([CH3:60])[CH3:59])([CH3:57])[CH3:56])(=O)=O.Cl. Product: [Si:55]([O:1][CH:2]1[CH2:7][O:6][C:5]2([CH2:12][CH2:11][CH:10]([N:13]3[C:18](=[O:19])[C:17]([CH2:20][C:21]4[CH:26]=[CH:25][C:24]([C:27]5[C:28]([C:33]#[N:34])=[CH:29][CH:30]=[CH:31][CH:32]=5)=[CH:23][CH:22]=4)=[C:16]([CH2:35][CH2:36][CH3:37])[N:15]4[N:38]=[CH:39][N:40]=[C:14]34)[CH2:9][CH2:8]2)[O:4][CH2:3]1)([C:58]([CH3:61])([CH3:60])[CH3:59])([CH3:57])[CH3:56]. The catalyst class is: 253. (7) Reactant: [Br:1][C:2]1[CH:3]=[CH:4][C:5]2[N:9]=[C:8]([NH2:10])[N:7]([C:11]3[CH:16]=[CH:15][CH:14]=[CH:13][N:12]=3)[C:6]=2[CH:17]=1.N1C=CC=CC=1.[C:24](OC(=O)C)(=[O:26])[CH3:25]. Product: [Br:1][C:2]1[CH:3]=[CH:4][C:5]2[N:9]=[C:8]([NH:10][C:24](=[O:26])[CH3:25])[N:7]([C:11]3[CH:16]=[CH:15][CH:14]=[CH:13][N:12]=3)[C:6]=2[CH:17]=1. The catalyst class is: 166. (8) Reactant: [CH2:1]([O:8][CH2:9][CH2:10][C@@H:11]1[CH2:14][C@H:13]([OH:15])[CH2:12]1)[C:2]1[CH:7]=[CH:6][CH:5]=[CH:4][CH:3]=1.[N+:16]([C:19]1[CH:27]=[CH:26][C:22]([C:23](O)=[O:24])=[CH:21][CH:20]=1)([O-:18])=[O:17].C1C=CC(P(C2C=CC=CC=2)C2C=CC=CC=2)=CC=1.CC(OC(/N=N/C(OC(C)C)=O)=O)C. Product: [N+:16]([C:19]1[CH:20]=[CH:21][C:22]([C:23]([O:15][C@H:13]2[CH2:12][C@H:11]([CH2:10][CH2:9][O:8][CH2:1][C:2]3[CH:7]=[CH:6][CH:5]=[CH:4][CH:3]=3)[CH2:14]2)=[O:24])=[CH:26][CH:27]=1)([O-:18])=[O:17]. The catalyst class is: 1. (9) Reactant: [N+:1]([C:4]1[CH:5]=[C:6]2[C:10](=[CH:11][CH:12]=1)[NH:9][N:8]=[CH:7]2)([O-:3])=[O:2].[OH-].[K+].[I:15]I. Product: [I:15][C:7]1[C:6]2[C:10](=[CH:11][CH:12]=[C:4]([N+:1]([O-:3])=[O:2])[CH:5]=2)[NH:9][N:8]=1. The catalyst class is: 3. (10) Reactant: [Cl:1][C:2]1[CH:7]=[CH:6][C:5]([CH:8]([C:16]2[S:17][CH:18]=[CH:19][N:20]=2)[C:9]2[CH:15]=[CH:14][C:12]([NH2:13])=[CH:11][CH:10]=2)=[CH:4][CH:3]=1.[CH3:21][C:22]1([CH3:30])[O:27][C:26](=[O:28])[CH2:25][C:24](=[O:29])[O:23]1.[CH:31](OCC)(OCC)OCC. Product: [Cl:1][C:2]1[CH:3]=[CH:4][C:5]([CH:8]([C:16]2[S:17][CH:18]=[CH:19][N:20]=2)[C:9]2[CH:15]=[CH:14][C:12]([NH:13][CH:31]=[C:25]3[C:26](=[O:28])[O:27][C:22]([CH3:30])([CH3:21])[O:23][C:24]3=[O:29])=[CH:11][CH:10]=2)=[CH:6][CH:7]=1. The catalyst class is: 32.